Task: Binary Classification. Given a miRNA mature sequence and a target amino acid sequence, predict their likelihood of interaction.. Dataset: Experimentally validated miRNA-target interactions with 360,000+ pairs, plus equal number of negative samples (1) The miRNA is hsa-miR-1226-5p with sequence GUGAGGGCAUGCAGGCCUGGAUGGGG. The protein sequence of the target gene is MALHSMRKARERWSFIRALHKGSAAAPALQKDSKKRVFSGIQPTGILHLGNYLGAIESWVRLQDEYDSVLYSIVDLHSITVPQDPAVLRQSILDMTAVLLACGINPEKSILFQQSQVSEHTQLSWILSCMVRLPRLQHLHQWKAKTTKQKHDGTVGLLTYPVLQAADILLYKSTHVPVGEDQVQHMELVQDLAQGFNKKYGEFFPVPESILTSMKKVKSLRDPSAKMSKSDPDKLATVRITDSPEEIVQKFRKAVTDFTSEVTYDPAGRAGVSNIVAVHAAVTGLSVEEVVRRSAGMNTA.... Result: 0 (no interaction). (2) The miRNA is hsa-miR-3689c with sequence CUGGGAGGUGUGAUAUUGUGGU. The protein sequence of the target gene is MAAAGPEPRLLLLLLLLLPPLPPVTSASDRPRGANAVNPDKLLVITVATAETEGYRRFLQSAEFFNYTVRTLGLGQEWRGGDVARTVGGGQKVRWLKKEMEKYADQKDMIIMFVDSYDVILASSPTELLKKFVQSGSHLLFSAESFCWPEWGLAEQYPEVGMGKRFLNSGGFIGFAPTIHQIVRQWNYKDDDDDQLFYTQLYLDPGLREKLKLSLDHKSRIFQNLNGALDEVILKFDQNRVRIRNVAYDTLPVVVHGNGPTKLQLNYLGNYVPNGWTPQGGCGFCNQTLRTLPGGQPPPR.... Result: 0 (no interaction). (3) The miRNA is mmu-miR-421-3p with sequence AUCAACAGACAUUAAUUGGGCGC. The protein sequence of the target gene is MAVAIAAARVWRLNRGLSQAALLLLRQPGARGLARSHPPRQQQQFSSLDDKPQFPGASAEFIDKLEFIQPNVISGIPIYRVMDRQGQIINPSEDPHLPKEKVLKLYKSMTLLNTMDRILYESQRQGRISFYMTNYGEEGTHVGSAAALDNTDLVFGQYREAGVLMYRDYPLELFMAQCYGNISDLGKGRQMPVHYGCKERHFVTISSPLATQIPQAVGAAYAAKRANANRVVICYFGEGAASEGDAHAGFNFAATLECPIIFFCRNNGYAISTPTSEQYRGDGIAARGPGYGIMSIRVDG.... Result: 0 (no interaction). (4) The miRNA is hsa-miR-5693 with sequence GCAGUGGCUCUGAAAUGAACUC. The protein sequence of the target gene is MSERSDLLHFKFENYGDSMLQKMNKLREENKFCDVTVLIDDIEVQGHKIVFAAGSPFLRDQFLLNDSREVKISILQSSEVGRQLLLSCYSGVLEFPEMELVNYLTAASFLQMSHIVERCTQALWKFIKPKQPMDSKEGCEPQSASPQSKEQQGDARGSPKQDSPCIHPSEDSMDMEDSDIQIVKVESIGDVSEVRSKKDQNQFISSEPTALHSSEPQHSLINSTVENRVSEIEQNHLHNYALSYTGSDNIIMASKDVFGPNIRGVDKGLQWHHQCPKCTRVFRHLENYANHLKMHKLFMC.... Result: 0 (no interaction). (5) The miRNA is hsa-miR-3666 with sequence CAGUGCAAGUGUAGAUGCCGA. The protein sequence of the target gene is MAAAALRDPAQVPVAADLLTDHEEGYVTFEDVAVYFSQEEWRLLDDAQRLLYRNVMLENFTLLASLGLASSKTHEITQLESWEEPFMPAWEVVTSAIPRGCWHGAEAEEAPEQIASVGLLSSNIQQHQKQHCGEKPLKRQEGRVPVLRSCKVHLSEKSLQSREVGKALLISSGVLKHQVTHTGEKSHRSSKSREAFHAGKRHYKCSECGKAFGQKYLLVQHQRLHAGKKTYECSECGKLFRDMSNLFIHQIVHTGERPYGCSNCGKSFSRNAHLIEHQRVHTGEKPFTCSECGKAFRHNS.... Result: 0 (no interaction). (6) The miRNA is rno-miR-187-3p with sequence UCGUGUCUUGUGUUGCAGCCGG. The protein sequence of the target gene is MVKLNSNPSEKGTKPPSVEDGFQTVPLITPLEVNHLQLPAPEKVIVKTRTEYQPEQKNKGKFRVPKIAEFTVTILVSLALAFLACIVFLVVYKAFTYDHSCPEGFVYKHKRCIPASLDAYYSSQDPNSRSRFYTVISHYSVAKQSTARAIGPWLSAAAVIHEPKPPKTQGH. Result: 0 (no interaction).